From a dataset of Full USPTO retrosynthesis dataset with 1.9M reactions from patents (1976-2016). Predict the reactants needed to synthesize the given product. (1) Given the product [CH3:25][O:28][C:12]([C:11]1[CH:5]=[CH:6][C:7]([CH:8]=[CH2:15])=[CH:9][CH:10]=1)([CH3:14])[CH3:13], predict the reactants needed to synthesize it. The reactants are: CC(=C)C.[CH3:5]/[CH:6]=[C:7](/[CH:9]=[CH:10]/[CH:11]=[C:12]([CH3:14])[CH3:13])\[CH3:8].[CH3:15]C(=CC=CC(C)=CC)C.[C:25](=[O:28])(O)[O-].[Na+]. (2) Given the product [NH2:16][C:8]1([C:4]2[CH:5]=[CH:6][CH:7]=[C:2]([Cl:1])[CH:3]=2)[CH2:13][N:12]([CH3:14])[C:11](=[O:15])[CH2:10][CH2:9]1, predict the reactants needed to synthesize it. The reactants are: [Cl:1][C:2]1[CH:3]=[C:4]([C:8]2([N+:16]([O-])=O)[CH2:13][N:12]([CH3:14])[C:11](=[O:15])[CH2:10][CH2:9]2)[CH:5]=[CH:6][CH:7]=1. (3) Given the product [CH2:19]([O:26][C:27]1[CH:28]=[C:29]2[C:33](=[CH:34][CH:35]=1)[NH:32][C:31]([C:36]([N:16]1[CH2:17][CH2:18][N:13]([C:8]3[CH:9]=[CH:10][CH:11]=[CH:12][C:7]=3[C:3]([CH3:6])([CH3:4])[CH3:5])[CH2:14][CH2:15]1)=[O:37])=[CH:30]2)[C:20]1[CH:21]=[CH:22][CH:23]=[CH:24][CH:25]=1, predict the reactants needed to synthesize it. The reactants are: Cl.Cl.[C:3]([C:7]1[CH:12]=[CH:11][CH:10]=[CH:9][C:8]=1[N:13]1[CH2:18][CH2:17][NH:16][CH2:15][CH2:14]1)([CH3:6])([CH3:5])[CH3:4].[CH2:19]([O:26][C:27]1[CH:28]=[C:29]2[C:33](=[CH:34][CH:35]=1)[NH:32][C:31]([C:36](O)=[O:37])=[CH:30]2)[C:20]1[CH:25]=[CH:24][CH:23]=[CH:22][CH:21]=1.Cl.C(N=C=NCCCN(C)C)C.O.ON1C2C=CC=CC=2N=N1. (4) Given the product [Cl:82][CH2:26][CH2:25][CH2:24][CH2:23][N:22]=[C:12]1[CH:11]=[C:8]([CH:6]=[CH:15][C:16]2[CH:17]=[CH:18][CH:19]=[CH:20][CH:21]=2)[CH:9]=[CH:14][CH2:13]1, predict the reactants needed to synthesize it. The reactants are: N=CCCC[C:6]([CH2:15][C:16]1[CH:21]=[CH:20][CH:19]=[CH:18][CH:17]=1)([CH2:8][C:9]1[CH:14]=[CH:13][CH:12]=[CH:11]C=1)O.[NH:22]=[CH:23][CH2:24][CH2:25][CH2:26]CC(CC1C=CC=CC=1)(CC1C=CC=CC=1)O.C1(N(C2C=CC=CC=2)CCCCO)C=CC=CC=1.C1C=CC(P(C2C=CC=CC=2)C2C=CC=CC=2)=CC=1.C(Cl)[Cl:82].